This data is from Forward reaction prediction with 1.9M reactions from USPTO patents (1976-2016). The task is: Predict the product of the given reaction. (1) Given the reactants [Cl:1][C:2]1[CH:7]=[CH:6][CH:5]=[CH:4][C:3]=1[CH2:8][C:9]([OH:11])=O.C(Cl)(=O)C([Cl:15])=O, predict the reaction product. The product is: [Cl:1][C:2]1[CH:7]=[CH:6][CH:5]=[CH:4][C:3]=1[CH2:8][C:9]([Cl:15])=[O:11]. (2) Given the reactants [CH3:1][N:2]([CH3:9])[CH2:3][CH2:4][O:5][CH2:6][CH2:7][OH:8].[Cl-].[CH2:11]([O:13][C:14](=[O:20])/[CH:15]=[CH:16]/[C:17](O)=[O:18])[CH3:12].C([O-])(O)=O.[Na+], predict the reaction product. The product is: [CH2:11]([O:13][C:14](=[O:20])[CH:15]=[CH:16][C:17]([O:8][CH2:7][CH2:6][O:5][CH2:4][CH2:3][N:2]([CH3:9])[CH3:1])=[O:18])[CH3:12]. (3) Given the reactants [Cl:1][C:2]1[CH:3]=[C:4]2[C:9](=[CH:10][CH:11]=1)[N:8]=[C:7]([CH2:12][CH2:13][CH3:14])[N:6]=[C:5]2O.P(Cl)(Cl)([Cl:18])=O.C(N(CC)CC)C, predict the reaction product. The product is: [Cl:18][C:5]1[C:4]2[C:9](=[CH:10][CH:11]=[C:2]([Cl:1])[CH:3]=2)[N:8]=[C:7]([CH2:12][CH2:13][CH3:14])[N:6]=1.